Dataset: Forward reaction prediction with 1.9M reactions from USPTO patents (1976-2016). Task: Predict the product of the given reaction. Given the reactants [Br:1][C:2]1[CH:3]=[C:4]2[C:9](=[CH:10][CH:11]=1)[N:8]=[CH:7][C:6]([C:12]([CH:14]1[CH2:16][CH2:15]1)=[O:13])=[C:5]2Cl.[NH2:18][C:19]1[CH:20]=[CH:21][C:22]([NH:25][CH2:26][CH2:27][OH:28])=[N:23][CH:24]=1, predict the reaction product. The product is: [Br:1][C:2]1[CH:3]=[C:4]2[C:9](=[CH:10][CH:11]=1)[N:8]=[CH:7][C:6]([C:12]([CH:14]1[CH2:16][CH2:15]1)=[O:13])=[C:5]2[NH:18][C:19]1[CH:24]=[N:23][C:22]([NH:25][CH2:26][CH2:27][OH:28])=[CH:21][CH:20]=1.